From a dataset of Reaction yield outcomes from USPTO patents with 853,638 reactions. Predict the reaction yield, written as a fraction of the theoretical maximum amount of product (1.0 means a 100% yield; for example, 0.34 means a 34% yield). (1) The reactants are [H-].[Na+].[F:3][C:4]1[C:9]([C:10]2[NH:11][CH:12]=[CH:13][C:14]=2[F:15])=[CH:8][CH:7]=[CH:6][N:5]=1.C1OCCOCCOCCOCCOC1.FC(F)(F)S(O[Si:37]([CH:44]([CH3:46])[CH3:45])([CH:41]([CH3:43])[CH3:42])[CH:38]([CH3:40])[CH3:39])(=O)=O. The catalyst is O1CCCC1. The product is [F:3][C:4]1[C:9]([C:10]2[N:11]([Si:37]([CH:44]([CH3:46])[CH3:45])([CH:41]([CH3:43])[CH3:42])[CH:38]([CH3:40])[CH3:39])[CH:12]=[CH:13][C:14]=2[F:15])=[CH:8][CH:7]=[CH:6][N:5]=1. The yield is 0.980. (2) The reactants are C[O:2][C:3]([C:5]1[C:6]([CH:19]2[CH2:21][CH2:20]2)=[N:7][C:8]([NH:11][C:12]2[CH:17]=[CH:16][CH:15]=[C:14]([Cl:18])[CH:13]=2)=[N:9][CH:10]=1)=[O:4]. The catalyst is C1COCC1. The product is [Cl:18][C:14]1[CH:13]=[C:12]([NH:11][C:8]2[N:7]=[C:6]([CH:19]3[CH2:21][CH2:20]3)[C:5]([C:3]([OH:4])=[O:2])=[CH:10][N:9]=2)[CH:17]=[CH:16][CH:15]=1. The yield is 0.470. (3) The yield is 0.640. The product is [CH3:1][C@@H:2]1[CH2:3][CH2:4][C:5](=[C:6]([CH3:7])[CH3:8])[CH:11]1[C:9]([O:10][CH2:18][CH3:19])=[O:13]. The catalyst is BrBr.CC[O-].[Na+].O. The reactants are [CH3:1][C@H:2]1[CH2:11][C:9](=[O:10])[C:5](=[C:6]([CH3:8])[CH3:7])[CH2:4][CH2:3]1.C([O-])(O)=[O:13].[Na+].Cl.[CH3:18][CH2:19]OCC. (4) The reactants are Br[C:2]1[CH:3]=[C:4]2[C:8](=[CH:9][CH:10]=1)[NH:7][C:6](=[O:11])[C:5]2([CH3:13])[CH3:12].[Cl:14][C:15]1[CH:16]=[C:17](B(O)O)[CH:18]=[CH:19][CH:20]=1.C(=O)([O-])[O-].[K+].[K+]. The catalyst is C(COC)OC.O.[Cl-].[NH4+].C1C=CC([P]([Pd]([P](C2C=CC=CC=2)(C2C=CC=CC=2)C2C=CC=CC=2)([P](C2C=CC=CC=2)(C2C=CC=CC=2)C2C=CC=CC=2)[P](C2C=CC=CC=2)(C2C=CC=CC=2)C2C=CC=CC=2)(C2C=CC=CC=2)C2C=CC=CC=2)=CC=1. The product is [Cl:14][C:15]1[CH:20]=[C:19]([C:2]2[CH:3]=[C:4]3[C:8](=[CH:9][CH:10]=2)[NH:7][C:6](=[O:11])[C:5]3([CH3:13])[CH3:12])[CH:18]=[CH:17][CH:16]=1. The yield is 0.250. (5) The reactants are [CH3:1][O:2][C:3]1[C:12]([NH:13][C:14](=[O:18])OCC)=[N:11][C:10]2[C:5](=[CH:6][CH:7]=[C:8]([CH3:19])[CH:9]=2)[N:4]=1.[Cl:20][C:21]1[CH:22]=[C:23]([N:27]2[CH2:32][CH2:31][NH:30][CH2:29][CH2:28]2)[CH:24]=[CH:25][CH:26]=1. No catalyst specified. The product is [CH3:1][O:2][C:3]1[C:12]([NH:13][C:14]([N:30]2[CH2:29][CH2:28][N:27]([C:23]3[CH:24]=[CH:25][CH:26]=[C:21]([Cl:20])[CH:22]=3)[CH2:32][CH2:31]2)=[O:18])=[N:11][C:10]2[C:5](=[CH:6][CH:7]=[C:8]([CH3:19])[CH:9]=2)[N:4]=1. The yield is 0.720. (6) The yield is 0.910. The catalyst is C(Cl)Cl. The product is [C:1]([O:6][CH2:7][C:8]([OH:19])([CH3:20])[C:9]([F:17])([F:18])[CH:10]([OH:15])[C:11]([F:14])([F:13])[F:12])(=[O:5])[C:2]([CH3:4])=[CH2:3]. The reactants are [C:1]([O:6][CH2:7][C:8]([CH3:20])([OH:19])[C:9]([F:18])([F:17])[C:10](O)([OH:15])[C:11]([F:14])([F:13])[F:12])(=[O:5])[C:2]([CH3:4])=[CH2:3].Cl. (7) The reactants are Cl.[NH2:2][OH:3].C(N(CC)CC)C.[F:11][C:12]1[CH:17]=[CH:16][CH:15]=[C:14]([F:18])[C:13]=1[N:19]1[C:24]2[N:25]=[C:26]([NH:37][CH2:38][CH2:39][C:40]#[N:41])[N:27]=[C:28]([C:29]3[CH:34]=[CH:33][C:32]([F:35])=[CH:31][C:30]=3[CH3:36])[C:23]=2[CH:22]=[CH:21][C:20]1=[O:42]. The catalyst is CS(C)=O. The product is [F:11][C:12]1[CH:17]=[CH:16][CH:15]=[C:14]([F:18])[C:13]=1[N:19]1[C:24]2[N:25]=[C:26]([NH:37][CH2:38][CH2:39][C:40]([NH:2][OH:3])=[NH:41])[N:27]=[C:28]([C:29]3[CH:34]=[CH:33][C:32]([F:35])=[CH:31][C:30]=3[CH3:36])[C:23]=2[CH:22]=[CH:21][C:20]1=[O:42]. The yield is 0.450. (8) The reactants are CN(C)CCCN=C=NCC.[O:12]1[C:16]2[CH:17]=[CH:18][CH:19]=[CH:20][C:15]=2[CH:14]=[C:13]1[C:21]([OH:23])=O.[CH3:24][O:25][C:26](=[O:53])[C@@H:27]([NH:32][C:33]([N:35]1[CH2:41][CH:40]([OH:42])[C@@H:39]([NH:43][C:44](=[O:51])[C@@H:45]([NH2:50])[CH2:46][CH:47]([CH3:49])[CH3:48])[CH2:38][CH2:37][C@H:36]1[CH3:52])=[O:34])[CH2:28][CH:29]([CH3:31])[CH3:30].C(N(C(C)C)CC)(C)C.OC1C2N=NNC=2C=CC=1. The catalyst is CN(C=O)C.CCOC(C)=O. The product is [CH3:24][O:25][C:26](=[O:53])[C@@H:27]([NH:32][C:33]([N:35]1[CH2:41][C@H:40]([OH:42])[C@@H:39]([NH:43][C:44](=[O:51])[C@@H:45]([NH:50][C:21]([C:13]2[O:12][C:16]3[CH:17]=[CH:18][CH:19]=[CH:20][C:15]=3[CH:14]=2)=[O:23])[CH2:46][CH:47]([CH3:48])[CH3:49])[CH2:38][CH2:37][C@H:36]1[CH3:52])=[O:34])[CH2:28][CH:29]([CH3:31])[CH3:30]. The yield is 0.840.